This data is from Reaction yield outcomes from USPTO patents with 853,638 reactions. The task is: Predict the reaction yield, written as a fraction of the theoretical maximum amount of product (1.0 means a 100% yield; for example, 0.34 means a 34% yield). (1) The reactants are [C:1]([C:3]1[CH:4]=[N:5][N:6]2[C:11]([C:12]([F:15])([F:14])[F:13])=[CH:10][C:9]([C:16]3[CH:21]=[CH:20][C:19]([C:22]([F:25])([F:24])[F:23])=[CH:18][CH:17]=3)=[N:8][C:7]=12)#[CH:2].Br[C:27]1[CH:32]=[CH:31][N:30]=[CH:29][N:28]=1.C(P(C(C)(C)C)C(C)(C)C)(C)(C)C.C(NC(C)C)(C)C. The catalyst is O1CCOCC1.[Cu]I.CCOC(C)=O.CCCCCCC. The product is [N:28]1[CH:27]=[C:32]([C:2]#[C:1][C:3]2[CH:4]=[N:5][N:6]3[C:11]([C:12]([F:14])([F:13])[F:15])=[CH:10][C:9]([C:16]4[CH:21]=[CH:20][C:19]([C:22]([F:25])([F:24])[F:23])=[CH:18][CH:17]=4)=[N:8][C:7]=23)[CH:31]=[N:30][CH:29]=1. The yield is 0.680. (2) The reactants are [F:1][CH2:2][CH2:3][O:4][C:5]1[CH:6]=[CH:7][C:8]([N+:15]([O-])=O)=[C:9]([CH2:11][C:12](O)=[O:13])[CH:10]=1. The catalyst is CC(O)=O.[Fe]. The product is [F:1][CH2:2][CH2:3][O:4][C:5]1[CH:10]=[C:9]2[C:8](=[CH:7][CH:6]=1)[NH:15][C:12](=[O:13])[CH2:11]2. The yield is 0.160. (3) The reactants are C1C=CC(P(C2C=CC=CC=2)C2C=CC=CC=2)=CC=1.[C:20]([Br:24])(Br)(Br)Br.[F:25][CH2:26][CH2:27][O:28][C:29]1[CH:30]=[C:31](CO)[CH:32]=[CH:33][CH:34]=1. The catalyst is C(Cl)Cl. The product is [Br:24][CH2:20][C:33]1[CH:32]=[CH:31][CH:30]=[C:29]([O:28][CH2:27][CH2:26][F:25])[CH:34]=1. The yield is 0.620. (4) The reactants are [NH:1]1[CH2:5][CH2:4][CH:3]([NH:6][C:7](=[O:13])[O:8][C:9]([CH3:12])([CH3:11])[CH3:10])[CH2:2]1.Br[C:15]1[CH:16]=[N:17][CH:18]=[CH:19][CH:20]=1. No catalyst specified. The product is [N:17]1[CH:18]=[CH:19][CH:20]=[C:15]([N:1]2[CH2:5][CH2:4][CH:3]([NH:6][C:7](=[O:13])[O:8][C:9]([CH3:10])([CH3:12])[CH3:11])[CH2:2]2)[CH:16]=1. The yield is 0.660. (5) The reactants are [C:1]([O:5][C:6](=[O:20])[C:7]([CH3:19])([O:9][C:10]1[CH:18]=[CH:17][C:13]([C:14]([OH:16])=[O:15])=[CH:12][CH:11]=1)[CH3:8])([CH3:4])([CH3:3])[CH3:2].[CH3:21][O:22][C:23]1[CH:36]=[CH:35][C:26]([CH2:27][N:28]2[CH:32]=[C:31]([CH2:33]O)[N:30]=[N:29]2)=[CH:25][CH:24]=1.C1(N=C=NC2CCCCC2)CCCCC1. The catalyst is CN(C)C1C=CN=CC=1.ClCCl. The product is [C:1]([O:5][C:6](=[O:20])[C:7]([CH3:8])([O:9][C:10]1[CH:11]=[CH:12][C:13]([C:14]([O:16][CH2:33][C:31]2[N:30]=[N:29][N:28]([CH2:27][C:26]3[CH:35]=[CH:36][C:23]([O:22][CH3:21])=[CH:24][CH:25]=3)[CH:32]=2)=[O:15])=[CH:17][CH:18]=1)[CH3:19])([CH3:2])([CH3:3])[CH3:4]. The yield is 0.860.